This data is from Peptide-MHC class I binding affinity with 185,985 pairs from IEDB/IMGT. The task is: Regression. Given a peptide amino acid sequence and an MHC pseudo amino acid sequence, predict their binding affinity value. This is MHC class I binding data. (1) The peptide sequence is VITDQTVNI. The MHC is HLA-A68:02 with pseudo-sequence HLA-A68:02. The binding affinity (normalized) is 0.225. (2) The peptide sequence is KYPNLNDLK. The MHC is HLA-A29:02 with pseudo-sequence HLA-A29:02. The binding affinity (normalized) is 0.0136. (3) The peptide sequence is LLFLVLIML. The MHC is HLA-A02:06 with pseudo-sequence HLA-A02:06. The binding affinity (normalized) is 0.413. (4) The peptide sequence is LVYIFEPEK. The MHC is HLA-A31:01 with pseudo-sequence HLA-A31:01. The binding affinity (normalized) is 0.0797. (5) The peptide sequence is WPNNCGWKI. The MHC is HLA-B54:01 with pseudo-sequence HLA-B54:01. The binding affinity (normalized) is 0.735.